From a dataset of Forward reaction prediction with 1.9M reactions from USPTO patents (1976-2016). Predict the product of the given reaction. (1) Given the reactants [OH:1][C:2]([C:12]1[CH:17]=[CH:16][C:15]([OH:18])=[CH:14][CH:13]=1)([CH3:11])[CH2:3][NH:4][S:5]([CH:8]([CH3:10])[CH3:9])(=[O:7])=[O:6].[H-].[Na+].Br[CH2:22][C:23]1[CH:28]=[CH:27][CH:26]=[CH:25][C:24]=1[C:29]#[N:30].N[C@H](C(O)=O)CC1C=C2C(C=CC=C2)=CC=1, predict the reaction product. The product is: [OH:1][C:2]([C:12]1[CH:13]=[CH:14][C:15]([O:18][CH2:22][C:23]2[CH:28]=[CH:27][CH:26]=[CH:25][C:24]=2[C:29]#[N:30])=[CH:16][CH:17]=1)([CH3:11])[CH2:3][NH:4][S:5]([CH:8]([CH3:10])[CH3:9])(=[O:7])=[O:6]. (2) Given the reactants [Br:1][C:2]1[CH:3]=[C:4]2[C:9](=[CH:10][C:11]=1[OH:12])[O:8][C:7](=[O:13])[CH:6]=[C:5]2[CH2:14]Cl.[OH2:16], predict the reaction product. The product is: [Br:1][C:2]1[CH:3]=[C:4]2[C:9](=[CH:10][C:11]=1[OH:12])[O:8][C:7](=[O:13])[CH:6]=[C:5]2[CH2:14][OH:16]. (3) The product is: [F:1][C:2]1[CH:7]=[CH:6][C:5]([C@@:8]([C:12]2[CH:13]=[N:14][C:15]([N:18]3[CH2:23][CH2:22][NH:21][CH2:20][CH2:19]3)=[N:16][CH:17]=2)([CH3:11])[CH2:9][OH:10])=[CH:4][CH:3]=1. Given the reactants [F:1][C:2]1[CH:7]=[CH:6][C:5]([C:8]([C:12]2[CH:13]=[N:14][C:15]([N:18]3[CH2:23][CH2:22][N:21](C(OC(C)(C)C)=O)[CH2:20][CH2:19]3)=[N:16][CH:17]=2)([CH3:11])[CH2:9][OH:10])=[CH:4][CH:3]=1.Cl.O1CCOCC1, predict the reaction product. (4) Given the reactants [NH2:1][C:2]1[CH:21]=[C:20]([F:22])[C:19]([F:23])=[CH:18][C:3]=1[C:4]([NH:6][C:7]1[CH:17]=[CH:16][C:10]2[O:11][C:12]([F:15])([F:14])[O:13][C:9]=2[CH:8]=1)=[O:5].NC1C=CC=CC=1C(NC1C=CC2OC(F)(F)C(F)(F)OC=2C=1)=O.CS(O[CH2:53][C:54]1[CH:59]=[CH:58][N:57]=[C:56]([C:60]([NH:62][CH3:63])=[O:61])[CH:55]=1)(=O)=O, predict the reaction product. The product is: [F:14][C:12]1([F:15])[O:11][C:10]2[CH:16]=[CH:17][C:7]([NH:6][C:4]([C:3]3[CH:18]=[C:19]([F:23])[C:20]([F:22])=[CH:21][C:2]=3[NH:1][CH2:53][C:54]3[CH:59]=[CH:58][N:57]=[C:56]([C:60]([NH:62][CH3:63])=[O:61])[CH:55]=3)=[O:5])=[CH:8][C:9]=2[O:13]1. (5) Given the reactants [Cl:1][C:2]1[C:11]2[C:6](=[CH:7][C:8]([O:14][CH2:15][CH2:16][CH2:17]Cl)=[C:9]([O:12][CH3:13])[CH:10]=2)[N:5]=[CH:4][CH:3]=1.C(=O)([O-])[O-].[K+].[K+].[NH:25]1[CH2:30][CH2:29][CH2:28][CH2:27][CH2:26]1, predict the reaction product. The product is: [Cl:1][C:2]1[C:11]2[C:6](=[CH:7][C:8]([O:14][CH2:15][CH2:16][CH2:17][N:25]3[CH2:30][CH2:29][CH2:28][CH2:27][CH2:26]3)=[C:9]([O:12][CH3:13])[CH:10]=2)[N:5]=[CH:4][CH:3]=1. (6) The product is: [CH2:34]([O:36][CH2:37][C@H:38]1[C@H:40]([CH:41]=[O:42])[C@:39]1([CH3:58])[C:44]1[CH:53]=[CH:52][C:51]2[C:50]([CH3:55])([CH3:54])[CH2:49][CH2:48][C:47]([CH3:57])([CH3:56])[C:46]=2[CH:45]=1)[CH3:28]. Given the reactants COC[C@@H]1[C@H](C=O)[C@]1(C)C1C=CC2C(C)(C)CCC(C)(C)C=2C=1.CC12C(C)(C)[C:28]([C:34]([O:36][CH2:37][C@H:38]3[C@H:40]([CH2:41][O:42]C)[C@@:39]3([CH3:58])[C:44]3[CH:53]=[CH:52][C:51]4[C:50]([CH3:55])([CH3:54])[CH2:49][CH2:48][C:47]([CH3:57])([CH3:56])[C:46]=4[CH:45]=3)=O)(CC1)OC2=O, predict the reaction product.